This data is from Full USPTO retrosynthesis dataset with 1.9M reactions from patents (1976-2016). The task is: Predict the reactants needed to synthesize the given product. (1) Given the product [CH2:1]([C:8]1[C:9]([CH3:24])=[C:10]([C:22]#[N:23])[C:11]2[N:15]([C:16]=1[Cl:27])[C:14]1[CH:18]=[CH:19][CH:20]=[CH:21][C:13]=1[N:12]=2)[C:2]1[CH:7]=[CH:6][CH:5]=[CH:4][CH:3]=1, predict the reactants needed to synthesize it. The reactants are: [CH2:1]([C:8]1[C:16](=O)[N:15]2[C:11]([NH:12][C:13]3[CH:21]=[CH:20][CH:19]=[CH:18][C:14]=32)=[C:10]([C:22]#[N:23])[C:9]=1[CH3:24])[C:2]1[CH:7]=[CH:6][CH:5]=[CH:4][CH:3]=1.P(Cl)(Cl)([Cl:27])=O. (2) Given the product [F:21][C:2]([F:20])([F:1])[C:3]1[CH:4]=[C:5]([C:9]2[S:10][C:11]3[C:16]([N:17]=2)=[C:15]([C:18]([OH:22])=[O:19])[CH:14]=[CH:13][N:12]=3)[CH:6]=[CH:7][CH:8]=1, predict the reactants needed to synthesize it. The reactants are: [F:1][C:2]([F:21])([F:20])[C:3]1[CH:4]=[C:5]([C:9]2[S:10][C:11]3[C:16]([N:17]=2)=[C:15]([CH:18]=[O:19])[CH:14]=[CH:13][N:12]=3)[CH:6]=[CH:7][CH:8]=1.[OH:22]S(O)(=O)=O.[O-][Mn](=O)(=O)=O.[K+]. (3) The reactants are: [Cl:1][C:2]1[CH:11]=[C:10](F)[CH:9]=[CH:8][C:3]=1[C:4]([O:6][CH3:7])=[O:5].C(=O)([O-])[O-].[Cs+].[Cs+].[CH2:19]([SH:26])[C:20]1[CH:25]=[CH:24][CH:23]=[CH:22][CH:21]=1.C(OCC)(=O)C. Given the product [CH2:19]([S:26][C:10]1[CH:9]=[CH:8][C:3]([C:4]([O:6][CH3:7])=[O:5])=[C:2]([Cl:1])[CH:11]=1)[C:20]1[CH:25]=[CH:24][CH:23]=[CH:22][CH:21]=1, predict the reactants needed to synthesize it. (4) Given the product [S:15]1[CH:16]=[C:12]([C:9]2[CH:10]=[CH:11][C:6]([O:5][CH2:4][CH2:3][CH2:2][NH:39][CH2:37][C:38]3[C:22]([F:21])=[CH:23][CH:26]=[CH:27][C:28]=3[F:30])=[CH:7][CH:8]=2)[C:13]2[CH:20]=[CH:19][CH:18]=[CH:17][C:14]1=2, predict the reactants needed to synthesize it. The reactants are: Br[CH2:2][CH2:3][CH2:4][O:5][C:6]1[CH:11]=[CH:10][C:9]([C:12]2[C:13]3[CH:20]=[CH:19][CH:18]=[CH:17][C:14]=3[S:15][CH:16]=2)=[CH:8][CH:7]=1.[F:21][C:22]1C=[C:28]([F:30])[CH:27]=[CH:26][C:23]=1CN.C(=O)([O-])[O-].[K+].[K+].[C:37](#[N:39])[CH3:38]. (5) Given the product [N:28]1[C:29]2[NH:30][CH2:31][CH2:32][CH2:33][C:34]=2[CH:35]=[CH:36][C:27]=1[CH2:26][CH2:25][CH2:24][C:21]1[CH:22]=[CH:23][C:18]([CH2:17][C@@H:16]([C:37]([O:39][CH3:40])=[O:38])[NH2:15])=[N:19][CH:20]=1, predict the reactants needed to synthesize it. The reactants are: C(O)(C(F)(F)F)=O.C(OC([NH:15][C@H:16]([C:37]([O:39][CH3:40])=[O:38])[CH2:17][C:18]1[CH:23]=[CH:22][C:21]([CH2:24][CH2:25][CH2:26][C:27]2[CH:36]=[CH:35][C:34]3[CH2:33][CH2:32][CH2:31][NH:30][C:29]=3[N:28]=2)=[CH:20][N:19]=1)=O)(C)(C)C.